This data is from Peptide-MHC class II binding affinity with 134,281 pairs from IEDB. The task is: Regression. Given a peptide amino acid sequence and an MHC pseudo amino acid sequence, predict their binding affinity value. This is MHC class II binding data. (1) The peptide sequence is VREAIKRRLRTLILA. The MHC is DRB1_1501 with pseudo-sequence DRB1_1501. The binding affinity (normalized) is 0.405. (2) The peptide sequence is GMTGCGNTPIFKSGR. The MHC is DRB1_1302 with pseudo-sequence DRB1_1302. The binding affinity (normalized) is 0. (3) The peptide sequence is YDKFLANVSTVLTSK. The MHC is DRB1_1101 with pseudo-sequence DRB1_1101. The binding affinity (normalized) is 0.606. (4) The peptide sequence is FTVFEAAFNNAIKAG. The MHC is DRB1_0401 with pseudo-sequence DRB1_0401. The binding affinity (normalized) is 0.569.